Dataset: Experimentally validated miRNA-target interactions with 360,000+ pairs, plus equal number of negative samples. Task: Binary Classification. Given a miRNA mature sequence and a target amino acid sequence, predict their likelihood of interaction. (1) The miRNA is mmu-miR-124-3p with sequence UAAGGCACGCGGUGAAUGCC. The protein sequence of the target gene is MEPQAEERTLGEPAPPPSGALASPTPDEEERTEGGAPPTATPAGASGDSTSADGLWGLPVEHAERRPECGRCSRPQKVCLCPYLPVRPLQISTHLYIIQHPAEESRVLRTVPLLAACLPPDRCTVKIGRRFSEERDVELATVCRDSGTLILYPGAEATNLEEFILDSPVYPSTIILIDGTWSQAKDIFYKNSLFRLPKQVQLKTSVCSQYVIRMQPTNRCLSTLECAAVALSILEKNNCIQETLLRPLQALCSFQLQHGAQIRLSKEYLLRNGLYPKPMPKNKRKLRKMELLMNSVKI. Result: 0 (no interaction). (2) The miRNA is mmu-miR-124-3p with sequence UAAGGCACGCGGUGAAUGCC. The protein sequence of the target gene is MEFVMKQALGGATKDMGKMLGGDEEKDPDAAKKEEERQEALRQAEEERKAKYAKMEAEREVMRQGIRDKYGIKKKEEREAEAQAAMEANSEGSLTRPKKAIPPGCGDEPEEEDESILDTVIKYLPGPLQDMFKK. Result: 1 (interaction). (3) Result: 0 (no interaction). The protein sequence of the target gene is MERAGPNSVRSQQQRDPDWVEAWLDDHRDFTFSYFIRKATRDMVNAWFSERVHNIPVCKEGIRAHTESCSCSLQQSPHADNTTPGAPARKISASEFDRPLRPIVVKDSEGTVSFLSDSGKKEQMPLTPPRFDSDEGDQCSRLLELVKDISSHLDVTALCHKIFLHIHGLISADRYSLFLVCEDSSKDKFLISRLFDVAEGSTLEEASNNCIRLEWNKGIVGHVAAFGEPLNIKDAYEDPRFNAEVDQITGYKTQSILCMPIKNHREEVVGVAQAINKKSGNGGTFTEKDEKDFAAYLAFC.... The miRNA is hsa-miR-1273c with sequence GGCGACAAAACGAGACCCUGUC. (4) The miRNA is hsa-miR-7843-5p with sequence GAGGGCAGAGCCAGCUUCCUGA. The protein sequence of the target gene is MSPTPPLFSLPEARTRFTKSTREALNNKNIKPLLSTFSQVPGSENEKKCTLDQAFRGILEEEIINHSSCENVLAIISLAIGGVTEGICTASTPFVLLGDVLDCLPLDQCDTIFTFVEKNVATWKSNTFYSAGKNYLLRMCNDLLRRLSKSQNTVFCGRIQLFLARLFPLSEKSGLNLQSQFNLENVTVFNTNEQESTLGQKHTEDREEGMDVEEGEMGDEEAPTTCSIPIDYNLYRKFWSLQDYFRNPVQCYEKISWKTFLKYSEEVLAVFKSYKLDDTQASRKKMEELKTGGEHVYFAK.... Result: 0 (no interaction). (5) The miRNA is hsa-miR-6081 with sequence AGGAGCAGUGCCGGCCAAGGCGCC. The protein sequence of the target gene is MSYAEKPDEITKDEWMEKLNNLHVQRADMNRLIMNYLVTEGFKEAAEKFRMESGIEPSVDLETLDERIKIREMILKGQIQEAIALINSLHPELLDTNRYLYFHLQQQHLIELIRQRETEAALEFAQTQLAEQGEESRECLTEMERTLALLAFDSPEESPFGDLLHTMQRQKVWSEVNQAVLDYENRESTPKLAKLLKLLLWAQNELDQKKVKYPKMTDLSKGVIEEPK. Result: 1 (interaction). (6) The miRNA is hsa-miR-214-3p with sequence ACAGCAGGCACAGACAGGCAGU. The protein sequence of the target gene is MVRETRHLWVGNLPENVREEKIIEHFKRYGRVESVKILPKRGSEGGVAAFVDFVDIKSAQKAHNSVNKMGDRDLRTDYNEPGTIPSAARGLDDTVSIASRSREVSGFRGGGGGPAYGPPPSLHAREGRYERRLDGASDNRERAYEHSAYGHHERGTGGFDRTRHYDQDYYRDPRERTLQHGLYYASRSRSPNRFDAHDPRYEPRAREQFTLPSVVHRDIYRDDITREVRGRRPERNYQHSRSRSPHSSQSRNQSPQRLASQASRPTRSPSGSGSRSRSSSSDSISSSSSTSSDSSDSSSS.... Result: 1 (interaction).